From a dataset of Experimentally validated miRNA-target interactions with 360,000+ pairs, plus equal number of negative samples. Binary Classification. Given a miRNA mature sequence and a target amino acid sequence, predict their likelihood of interaction. (1) The miRNA is hsa-miR-324-3p with sequence CCCACUGCCCCAGGUGCUGCUGG. The protein sequence of the target gene is MAAWGCVAALGAARGLCWRAARAAAGLQGRPARRCYAVGPAQSPPTFGFLLDIDGVLVRGHRVIPAALKAFRRLVNSQGQLRVPVVFVTNAGNILQHSKAQELSALLGCEVDADQVILSHSPMKLFSEYHEKRMLVSGQGPVMENAQGLGFRNVVTVDELRMAFPLLDMVDLERRLKTTPLPRNDFPRIEGVLLLGEPVRWETSLQLIMDVLLSNGSPGAGLATPPYPHLPVLASNMDLLWMAEAKMPRFGHGTFLLCLETIYQKVTGKELRYEGLMGKPSILTYQYAEDLIRRQAERRG.... Result: 1 (interaction). (2) The miRNA is mmu-miR-669o-5p with sequence UAGUUGUGUGUGCAUGUUUAUGU. The protein sequence of the target gene is MTSCSNTCGSRRAQADTEGGYQQRYGVRSYLHQFYEDCTASIWEYEDDFQIQRSPNRWSSVFWKVGLISGTVFVILGLTVLAVGFLVPPKIEAFGEADFMVVDTHAVKYNGALDTCKLAGAVLFCIGGTSMAGCLLMSVFAKSYSKEEKFLQQKFKERIADIKAHTQPITKAPGPGDTKIPVTLSRVQNVQPLSAT. Result: 0 (no interaction). (3) The protein sequence of the target gene is MVVSELAARLNCAEYKNWVKAGHCLLLLRSCLQGFIDREVLSFHRGLLAAVPGLGPHATCRGGSRCSPRARQFQPQCQVCAEWKHEILRHHINRNGDVHWGNCKPGLWPKDPWEVAKAFMPRGLADKRGPEECDAVALLSLINSCDHFVVDRKKVTEVIKCRNEIMHSSEMKVSSTWLRDFQIKIQNFLNEFKNIPEIVAVYSRIEQLLTSDWAVHIPEEDERDGCEFEIGSYLSVSQIHEIEIELLKEKLQEMYLQAAEEEMLPEEISNQLDVVKGFLGSNTDLRNGLTEDLQKLESLH.... The miRNA is hsa-miR-3622a-5p with sequence CAGGCACGGGAGCUCAGGUGAG. Result: 0 (no interaction). (4) The protein sequence of the target gene is MILEGSGVMNLNPANNLLHQQPAWTDSYPTCNVSSGFFGSQWHEIHPQYWTKYQVWEWLQHLLDTNQLDASCIPFQEFDISGEHLCSMSLQEFTRAAGSAGQLLYSNLQHLKWNGQCSSDLFQSAHNVIVKTEQTDPSIMNTWKEENYLYDPSYGSTVDLLDSKTFCRAQISMTTSSHLPVAESPDMKKEQDHPVKSHTKKHNPRGTHLWEFIRDILLSPDKNPGLIKWEDRSEGIFRFLKSEAVAQLWGKKKNNSSMTYEKLSRAMRYYYKREILERVDGRRLVYKFGKNARGWRENEN.... Result: 0 (no interaction). The miRNA is hsa-miR-1298-5p with sequence UUCAUUCGGCUGUCCAGAUGUA. (5) The miRNA is hsa-miR-4717-3p with sequence ACACAUGGGUGGCUGUGGCCU. The protein sequence of the target gene is MDGMKYIISLFFIFVFLEGSKTEQVKHSDTYCVFQDKKYRVGEKWHPYLEPYGLVYCVNCICSENGNVLCSRVRCPSLHCLSPVHIPHLCCPRCPDSLPPVNNKVTSKSCEYNGTTYQHGELFIAEGLFQNRQPNQCSQCSCSEGNVYCGLKTCPKLTCAFPVSVPDSCCRVCRGDAELSWEHADGDIFRQPANREARHSYLRSPYDPPPNRQAGGLPRFPGSRSHRGAVIDSQQASGTIVQIVINNKHKHGQVCVSNGKTYSHGESWHPNLRAFGIVECVLCTCNVTKQECKKIHCPNR.... Result: 0 (no interaction).